Predict the reactants needed to synthesize the given product. From a dataset of Full USPTO retrosynthesis dataset with 1.9M reactions from patents (1976-2016). (1) Given the product [NH:20]=[C:35]([NH:27][C:28](=[O:34])[O:29][C:30]([CH3:33])([CH3:32])[CH3:31])[NH:36][C:11](=[O:13])[C:10]([O:9][C:2]1[C:1]([CH3:16])=[CH:6][C:5]([CH3:7])=[CH:4][C:3]=1[CH3:8])([CH3:15])[CH3:14], predict the reactants needed to synthesize it. The reactants are: [C:1]1([CH3:16])[CH:6]=[C:5]([CH3:7])[CH:4]=[C:3]([CH3:8])[C:2]=1[O:9][C:10]([CH3:15])([CH3:14])[C:11]([OH:13])=O.C([N:20](C(C)C)CC)(C)C.N[N:27]([CH:35]=[NH:36])[C:28](=[O:34])[O:29][C:30]([CH3:33])([CH3:32])[CH3:31].O.ON1C2C=CC=CC=2N=N1.F[P-](F)(F)(F)(F)F.N1(OC(N(C)C)=[N+](C)C)C2C=CC=CC=2N=N1. (2) Given the product [CH2:28]([O:35][C@@H:36]1[C@@H:42]([O:43][CH2:44][C:45]2[CH:50]=[CH:49][CH:48]=[CH:47][CH:46]=2)[C@H:41]([O:51][CH2:52][C:53]2[CH:54]=[CH:55][CH:56]=[CH:57][CH:58]=2)[C@@H:40]([CH2:59][O:60][CH2:61][C:62]2[CH:63]=[CH:64][CH:65]=[CH:66][CH:67]=2)[O:39][C:37]1([C:21]1[CH:22]=[C:23]([CH3:26])[CH:24]=[CH:25][C:20]=1[O:19][CH2:12][C:13]1[CH:18]=[CH:17][CH:16]=[CH:15][CH:14]=1)[OH:38])[C:29]1[CH:30]=[CH:31][CH:32]=[CH:33][CH:34]=1, predict the reactants needed to synthesize it. The reactants are: CCCCCC.C([Li])CCC.[CH2:12]([O:19][C:20]1[CH:25]=[CH:24][C:23]([CH3:26])=[CH:22][C:21]=1Br)[C:13]1[CH:18]=[CH:17][CH:16]=[CH:15][CH:14]=1.[CH2:28]([O:35][C@@H:36]1[C@@H:42]([O:43][CH2:44][C:45]2[CH:50]=[CH:49][CH:48]=[CH:47][CH:46]=2)[C@H:41]([O:51][CH2:52][C:53]2[CH:58]=[CH:57][CH:56]=[CH:55][CH:54]=2)[C@@H:40]([CH2:59][O:60][CH2:61][C:62]2[CH:67]=[CH:66][CH:65]=[CH:64][CH:63]=2)[O:39][C:37]1=[O:38])[C:29]1[CH:34]=[CH:33][CH:32]=[CH:31][CH:30]=1.Cl.S([O-])([O-])(=O)=O.[Mg+2]. (3) Given the product [C:1]([O:5][C:6]([CH:8]1[CH2:12][CH2:11][CH2:10][N:9]1[C:13](=[O:27])[CH:14]([NH:16][C:17](=[O:19])[C:34]1[CH:38]=[C:39]([Cl:40])[C:31]([NH:58][C:59](=[O:68])[CH3:60])=[CH:32][C:33]=1[O:41][CH3:42])[CH3:15])=[O:7])([CH3:2])([CH3:3])[CH3:4], predict the reactants needed to synthesize it. The reactants are: [C:1]([O:5][C:6]([CH:8]1[CH2:12][CH2:11][CH2:10][N:9]1[C:13](=[O:27])[CH:14]([NH:16][C:17]([O:19]CC1C=CC=CC=1)=O)[CH3:15])=[O:7])([CH3:4])([CH3:3])[CH3:2].C([C:31]1[C:39]([Cl:40])=[CH:38][C:34](C(O)=O)=[C:33]([O:41][CH3:42])[CH:32]=1)(=O)C.C(OC(C1CCC[N:58]1[C:59](=[O:68])[CH:60]([NH:58][C:59](=[O:68])[C:60]1C=CC(N)=C(Cl)C=1)C)=O)(C)(C)C. (4) Given the product [CH2:8]([S:24][CH:3]1[CH2:4][CH2:5][CH2:6][C:1](=[O:7])[CH2:2]1)[CH2:9][CH2:10][CH2:11][CH2:12][CH2:13][CH2:14][CH2:15][CH2:16][CH2:17][CH2:18][CH2:19][CH2:20][CH2:21][CH2:22][CH3:23], predict the reactants needed to synthesize it. The reactants are: [C:1]1(=[O:7])[CH2:6][CH2:5][CH2:4][CH:3]=[CH:2]1.[CH2:8]([SH:24])[CH2:9][CH2:10][CH2:11][CH2:12][CH2:13][CH2:14][CH2:15][CH2:16][CH2:17][CH2:18][CH2:19][CH2:20][CH2:21][CH2:22][CH3:23]. (5) Given the product [CH3:1][O:2][C:3]1[CH:4]=[CH:5][C:6]2[C:11](=[O:12])[N:10]([CH2:13][C:14]([NH:26][C@H:24]([C:21]3[CH:22]=[CH:23][C:18]([CH3:27])=[CH:19][CH:20]=3)[CH3:25])=[O:16])[N:9]=[N:8][C:7]=2[CH:17]=1, predict the reactants needed to synthesize it. The reactants are: [CH3:1][O:2][C:3]1[CH:4]=[CH:5][C:6]2[C:11](=[O:12])[N:10]([CH2:13][C:14]([OH:16])=O)[N:9]=[N:8][C:7]=2[CH:17]=1.[C:18]1([CH3:27])[CH:23]=[CH:22][C:21]([C@@H:24]([NH2:26])[CH3:25])=[CH:20][CH:19]=1. (6) Given the product [C:21]1([S:27]([CH2:18][C:6]2[CH:5]=[CH:4][C:3]3[C:8](=[C:9]([O:12][CH3:13])[CH:10]=[CH:11][C:2]=3[Br:1])[C:7]=2[C:14]([O:16][CH3:17])=[O:15])(=[O:29])=[O:28])[CH:26]=[CH:25][CH:24]=[CH:23][CH:22]=1, predict the reactants needed to synthesize it. The reactants are: [Br:1][C:2]1[CH:11]=[CH:10][C:9]([O:12][CH3:13])=[C:8]2[C:3]=1[CH:4]=[CH:5][C:6]([CH2:18]Br)=[C:7]2[C:14]([O:16][CH3:17])=[O:15].[Na+].[C:21]1([S:27]([O-:29])=[O:28])[CH:26]=[CH:25][CH:24]=[CH:23][CH:22]=1.C(=O)([O-])O.[Na+]. (7) Given the product [Br:5][C:6]1[S:10][C:9]([S:11]([N:1]2[CH2:4][CH2:3][CH2:2]2)(=[O:13])=[O:12])=[CH:8][CH:7]=1, predict the reactants needed to synthesize it. The reactants are: [NH:1]1[CH2:4][CH2:3][CH2:2]1.[Br:5][C:6]1[S:10][C:9]([S:11](Cl)(=[O:13])=[O:12])=[CH:8][CH:7]=1.